From a dataset of Full USPTO retrosynthesis dataset with 1.9M reactions from patents (1976-2016). Predict the reactants needed to synthesize the given product. Given the product [C:1]([O:5][C:6](=[O:18])[NH:7][CH2:8][CH2:9][N:10]([C:11]1[CH:12]=[N:13][CH:14]=[C:15]([Br:17])[CH:16]=1)[S:29]([C:20]1[CH:21]=[CH:22][C:23]2[C:28](=[CH:27][CH:26]=[CH:25][CH:24]=2)[CH:19]=1)(=[O:31])=[O:30])([CH3:4])([CH3:2])[CH3:3], predict the reactants needed to synthesize it. The reactants are: [C:1]([O:5][C:6](=[O:18])[NH:7][CH2:8][CH2:9][NH:10][C:11]1[CH:12]=[N:13][CH:14]=[C:15]([Br:17])[CH:16]=1)([CH3:4])([CH3:3])[CH3:2].[CH:19]1[C:28]2[C:23](=[CH:24][CH:25]=[CH:26][CH:27]=2)[CH:22]=[CH:21][C:20]=1[S:29](Cl)(=[O:31])=[O:30].